Dataset: Full USPTO retrosynthesis dataset with 1.9M reactions from patents (1976-2016). Task: Predict the reactants needed to synthesize the given product. (1) Given the product [N:1]1[C:10]2[C:5](=[CH:6][CH:7]=[CH:8][CH:9]=2)[C:4]([C@@H:11]2[CH2:12][CH2:13][C@H:14]([CH:17]([CH2:35][CH:34]=[CH2:33])[C:18]([O:20][CH2:21][CH3:22])=[O:19])[CH2:15][CH2:16]2)=[CH:3][CH:2]=1, predict the reactants needed to synthesize it. The reactants are: [N:1]1[C:10]2[C:5](=[CH:6][CH:7]=[CH:8][CH:9]=2)[C:4]([CH:11]2[CH2:16][CH2:15][CH:14]([CH2:17][C:18]([O:20][CH2:21][CH3:22])=[O:19])[CH2:13][CH2:12]2)=[CH:3][CH:2]=1.C[Si]([N-][Si](C)(C)C)(C)C.[Na+].[CH2:33](Br)[CH:34]=[CH2:35]. (2) Given the product [F:1][C:2]1[C:3]([CH2:13][CH2:14][N:15]2[CH2:16][CH2:17][O:18][CH2:19][CH2:20]2)=[CH:4][C:5]([O:11][CH3:12])=[C:6]([CH:7]=1)[NH2:8], predict the reactants needed to synthesize it. The reactants are: [F:1][C:2]1[CH:7]=[C:6]([N+:8]([O-])=O)[C:5]([O:11][CH3:12])=[CH:4][C:3]=1[CH2:13][CH2:14][N:15]1[CH2:20][CH2:19][O:18][CH2:17][CH2:16]1. (3) Given the product [NH2:2][C:66](=[O:67])[CH2:65][C:64]1[C:59]([CH2:58][CH2:57][C:55]2[C:54]([C:69]([F:71])([F:72])[F:70])=[CH:53][N:52]=[C:51]([NH:50][C:47]3[CH:46]=[CH:45][C:44]([CH:41]4[CH2:40][CH2:39][N:38]([C:36]([O:35][C:31]([CH3:33])([CH3:32])[CH3:34])=[O:37])[CH2:43][CH2:42]4)=[CH:49][CH:48]=3)[N:56]=2)=[N:60][CH:61]=[CH:62][CH:63]=1, predict the reactants needed to synthesize it. The reactants are: O[N:2]1C2C=CC=CC=2N=N1.CCN=C=NCCCN(C)C.C(N(CC)C(C)C)(C)C.[C:31]([O:35][C:36]([N:38]1[CH2:43][CH2:42][CH:41]([C:44]2[CH:49]=[CH:48][C:47]([NH:50][C:51]3[N:56]=[C:55]([CH2:57][CH2:58][C:59]4[C:64]([CH2:65][C:66]([O-])=[O:67])=[CH:63][CH:62]=[CH:61][N:60]=4)[C:54]([C:69]([F:72])([F:71])[F:70])=[CH:53][N:52]=3)=[CH:46][CH:45]=2)[CH2:40][CH2:39]1)=[O:37])([CH3:34])([CH3:33])[CH3:32].[Li+].C(=O)([O-])[O-].[NH4+].[NH4+].